Dataset: NCI-60 drug combinations with 297,098 pairs across 59 cell lines. Task: Regression. Given two drug SMILES strings and cell line genomic features, predict the synergy score measuring deviation from expected non-interaction effect. (1) Drug 1: CC(C1=C(C=CC(=C1Cl)F)Cl)OC2=C(N=CC(=C2)C3=CN(N=C3)C4CCNCC4)N. Drug 2: C1CNP(=O)(OC1)N(CCCl)CCCl. Cell line: SK-MEL-5. Synergy scores: CSS=-9.34, Synergy_ZIP=2.17, Synergy_Bliss=-7.22, Synergy_Loewe=-11.7, Synergy_HSA=-12.5. (2) Drug 1: CC1C(C(=O)NC(C(=O)N2CCCC2C(=O)N(CC(=O)N(C(C(=O)O1)C(C)C)C)C)C(C)C)NC(=O)C3=C4C(=C(C=C3)C)OC5=C(C(=O)C(=C(C5=N4)C(=O)NC6C(OC(=O)C(N(C(=O)CN(C(=O)C7CCCN7C(=O)C(NC6=O)C(C)C)C)C)C(C)C)C)N)C. Drug 2: CN1C2=C(C=C(C=C2)N(CCCl)CCCl)N=C1CCCC(=O)O.Cl. Cell line: SF-539. Synergy scores: CSS=15.8, Synergy_ZIP=-5.69, Synergy_Bliss=-5.81, Synergy_Loewe=-32.5, Synergy_HSA=-8.18.